Dataset: NCI-60 drug combinations with 297,098 pairs across 59 cell lines. Task: Regression. Given two drug SMILES strings and cell line genomic features, predict the synergy score measuring deviation from expected non-interaction effect. (1) Drug 1: C1=NC2=C(N=C(N=C2N1C3C(C(C(O3)CO)O)F)Cl)N. Drug 2: CN(CCCl)CCCl.Cl. Cell line: DU-145. Synergy scores: CSS=38.7, Synergy_ZIP=-0.673, Synergy_Bliss=0.251, Synergy_Loewe=-0.847, Synergy_HSA=-0.197. (2) Drug 1: COC1=C(C=C2C(=C1)N=CN=C2NC3=CC(=C(C=C3)F)Cl)OCCCN4CCOCC4. Drug 2: CCCS(=O)(=O)NC1=C(C(=C(C=C1)F)C(=O)C2=CNC3=C2C=C(C=N3)C4=CC=C(C=C4)Cl)F. Cell line: CCRF-CEM. Synergy scores: CSS=14.1, Synergy_ZIP=1.18, Synergy_Bliss=7.42, Synergy_Loewe=3.70, Synergy_HSA=5.18. (3) Drug 1: CNC(=O)C1=NC=CC(=C1)OC2=CC=C(C=C2)NC(=O)NC3=CC(=C(C=C3)Cl)C(F)(F)F. Drug 2: C(CN)CNCCSP(=O)(O)O. Cell line: TK-10. Synergy scores: CSS=0.0300, Synergy_ZIP=0.113, Synergy_Bliss=1.50, Synergy_Loewe=-0.208, Synergy_HSA=0.533. (4) Drug 1: CC12CCC3C(C1CCC2=O)CC(=C)C4=CC(=O)C=CC34C. Drug 2: C(CN)CNCCSP(=O)(O)O. Cell line: SN12C. Synergy scores: CSS=1.97, Synergy_ZIP=-4.81, Synergy_Bliss=-19.7, Synergy_Loewe=-38.9, Synergy_HSA=-21.9. (5) Drug 1: C1CCN(CC1)CCOC2=CC=C(C=C2)C(=O)C3=C(SC4=C3C=CC(=C4)O)C5=CC=C(C=C5)O. Drug 2: COC1=CC(=CC(=C1O)OC)C2C3C(COC3=O)C(C4=CC5=C(C=C24)OCO5)OC6C(C(C7C(O6)COC(O7)C8=CC=CS8)O)O. Cell line: HOP-62. Synergy scores: CSS=49.0, Synergy_ZIP=4.46, Synergy_Bliss=0.591, Synergy_Loewe=-20.0, Synergy_HSA=-3.04.